From a dataset of hERG Central: cardiac toxicity at 1µM, 10µM, and general inhibition. Predict hERG channel inhibition at various concentrations. (1) The compound is O=C(O)C(=O)O.O=[N+]([O-])c1ccc(OCCN2CCCCCC2)cc1. Results: hERG_inhib (hERG inhibition (general)): blocker. (2) The molecule is CCOC(=O)C1CCN(CCC(=O)Nc2ccc(Br)c(C)c2)CC1. Results: hERG_inhib (hERG inhibition (general)): blocker. (3) The compound is CN(C)C(CNC(=O)c1ccc(Cl)c(S(=O)(=O)N2CCCCCC2)c1)c1ccccc1. Results: hERG_inhib (hERG inhibition (general)): blocker. (4) The drug is CN(Cc1ccccc1)C(=O)C1CCN(S(=O)(=O)c2cc([N+](=O)[O-])ccc2Cl)CC1. Results: hERG_inhib (hERG inhibition (general)): blocker. (5) The compound is CCN(CC)C(=O)CSc1nc2cc(OC)c(OC)cc2c(=O)n1Cc1ccc(Cl)cc1. Results: hERG_inhib (hERG inhibition (general)): blocker. (6) The compound is COc1ccc(S(=O)(=O)N2N=C(c3ccc(NS(C)(=O)=O)cc3)CC2c2ccco2)cc1. Results: hERG_inhib (hERG inhibition (general)): blocker. (7) The drug is COc1ccc(CN2C3CCCC2CC(NC(=O)Nc2cccc(C)c2)C3)cc1. Results: hERG_inhib (hERG inhibition (general)): blocker. (8) The drug is O=C1N(C2CCCC2)C[C@@H]2C[C@@H](c3cccn3-c3nccs3)N3CCC[C@@]123. Results: hERG_inhib (hERG inhibition (general)): blocker. (9) The drug is COc1cc(/C=N/NC(=O)CN2CCCCC2)ccc1OCc1ccc(Br)cc1. Results: hERG_inhib (hERG inhibition (general)): blocker. (10) The compound is COc1ccc(S(=O)(=O)N2CCOCC2)cc1NC(=O)CSc1ncnc2ccccc12. Results: hERG_inhib (hERG inhibition (general)): blocker.